The task is: Predict the product of the given reaction.. This data is from Forward reaction prediction with 1.9M reactions from USPTO patents (1976-2016). (1) Given the reactants [Cl:1][C:2]1[CH:21]=[CH:20][C:19]([CH2:22][C@H:23]2[CH2:25][O:24]2)=[CH:18][C:3]=1[C:4]([NH:6][CH2:7][C:8]12[CH2:17][CH:12]3[CH2:13][CH:14]([CH2:16][CH:10]([CH2:11]3)[CH2:9]1)[CH2:15]2)=[O:5].[CH2:26]([NH2:28])[CH3:27].O1CCCC1.Cl, predict the reaction product. The product is: [ClH:1].[Cl:1][C:2]1[CH:21]=[CH:20][C:19]([CH2:22][C@H:23]([OH:24])[CH2:25][NH:28][CH2:26][CH3:27])=[CH:18][C:3]=1[C:4]([NH:6][CH2:7][C:8]12[CH2:15][CH:14]3[CH2:16][CH:10]([CH2:11][CH:12]([CH2:13]3)[CH2:17]1)[CH2:9]2)=[O:5]. (2) Given the reactants [CH3:1][C:2]1[C:3](=[O:9])[CH2:4][CH2:5][CH:6]([CH3:8])[CH:7]=1.[CH2:10]=[CH:11][CH:12]=C.[Cl-].[Cl-].[CH2:16]([Al+2])C, predict the reaction product. The product is: [CH3:8][CH:6]1[CH:7]2[C:2]([CH3:16])([CH2:1][CH:10]=[CH:11][CH2:12]2)[C:3](=[O:9])[CH2:4][CH2:5]1. (3) Given the reactants C[O:2][C:3]([C:5]1[CH:10]=[CH:9][CH:8]=[CH:7][C:6]=1[NH:11][C:12]1[N:16]([C:17]2[CH:22]=[CH:21][CH:20]=[CH:19][CH:18]=2)[N:15]=[C:14]([CH3:23])[C:13]=1[C:24]1[CH:25]=[C:26]2[C:31](=[C:32]([F:34])[CH:33]=1)[N:30]=[CH:29][CH:28]=[N:27]2)=[O:4].[OH-].[Na+].Cl, predict the reaction product. The product is: [F:34][C:32]1[CH:33]=[C:24]([C:13]2[C:14]([CH3:23])=[N:15][N:16]([C:17]3[CH:22]=[CH:21][CH:20]=[CH:19][CH:18]=3)[C:12]=2[NH:11][C:6]2[CH:7]=[CH:8][CH:9]=[CH:10][C:5]=2[C:3]([OH:4])=[O:2])[CH:25]=[C:26]2[C:31]=1[N:30]=[CH:29][CH:28]=[N:27]2. (4) The product is: [NH2:8][C:5]1[CH:6]=[CH:7][C:2]([F:1])=[C:3]([C:15]([C:17]2[CH:18]=[C:19]3[C:24](=[CH:25][CH:26]=2)[N:23]=[CH:22][CH:21]=[N:20]3)=[O:16])[CH:4]=1. Given the reactants [F:1][C:2]1[CH:7]=[CH:6][C:5]([NH:8]C(=O)C(C)(C)C)=[CH:4][C:3]=1[C:15]([C:17]1[CH:18]=[C:19]2[C:24](=[CH:25][CH:26]=1)[N:23]=[CH:22][CH:21]=[N:20]2)=[O:16].Cl.[OH-].[Na+], predict the reaction product. (5) Given the reactants Cl.[CH2:2]([C:4]1[CH:9]=[CH:8][CH:7]=[C:6]([CH2:10][CH3:11])[C:5]=1[NH:12][C:13]([C:15]1[C:19]2[CH2:20][CH2:21][C:22]3[CH:23]=[N:24][C:25]([NH:28][CH:29]4[CH2:34][CH2:33][NH:32][CH2:31][CH2:30]4)=[N:26][C:27]=3[C:18]=2[N:17]([CH3:35])[N:16]=1)=[O:14])[CH3:3].CCN(C(C)C)C(C)C.[CH3:45][S:46](Cl)(=[O:48])=[O:47], predict the reaction product. The product is: [CH2:10]([C:6]1[CH:7]=[CH:8][CH:9]=[C:4]([CH2:2][CH3:3])[C:5]=1[NH:12][C:13]([C:15]1[C:19]2[CH2:20][CH2:21][C:22]3[CH:23]=[N:24][C:25]([NH:28][CH:29]4[CH2:30][CH2:31][N:32]([S:46]([CH3:45])(=[O:48])=[O:47])[CH2:33][CH2:34]4)=[N:26][C:27]=3[C:18]=2[N:17]([CH3:35])[N:16]=1)=[O:14])[CH3:11].